From a dataset of Forward reaction prediction with 1.9M reactions from USPTO patents (1976-2016). Predict the product of the given reaction. (1) Given the reactants [F:1][C:2]1[CH:3]=[N:4][N:5]([C:7]2[N:12]=[C:11]([OH:13])[C:10]([C:14]([NH:16][C@H:17]([C:30]3[CH:35]=[CH:34][C:33]([F:36])=[CH:32][CH:31]=3)[C:18]3[CH:23]=[CH:22][C:21]([P:24]([CH3:29])(=[O:28])[O:25]CC)=[CH:20][CH:19]=3)=[O:15])=[CH:9][N:8]=2)[CH:6]=1.[OH-].[Na+], predict the reaction product. The product is: [F:1][C:2]1[CH:3]=[N:4][N:5]([C:7]2[N:12]=[C:11]([OH:13])[C:10]([C:14]([NH:16][C@H:17]([C:30]3[CH:35]=[CH:34][C:33]([F:36])=[CH:32][CH:31]=3)[C:18]3[CH:19]=[CH:20][C:21]([P:24]([CH3:29])(=[O:25])[OH:28])=[CH:22][CH:23]=3)=[O:15])=[CH:9][N:8]=2)[CH:6]=1. (2) The product is: [C:1]([O:5][C:6]([NH:8][CH2:9][C:10]1[CH:15]=[CH:14][C:13]([C:16](=[O:22])[CH2:17][C:18]([CH3:21])([CH3:20])[CH3:19])=[CH:12][C:11]=1[F:23])=[O:7])([CH3:4])([CH3:2])[CH3:3]. Given the reactants [C:1]([O:5][C:6]([NH:8][CH2:9][C:10]1[CH:15]=[CH:14][C:13]([CH:16]([OH:22])[CH2:17][C:18]([CH3:21])([CH3:20])[CH3:19])=[CH:12][C:11]=1[F:23])=[O:7])([CH3:4])([CH3:3])[CH3:2], predict the reaction product. (3) Given the reactants C[O-].[Na+].[N:4]1([C:9]2[N:17]=[CH:16][N:15]=[C:14]3[C:10]=2[N:11]=[CH:12][N:13]3[C@@H:18]2[O:30][C@H:29]([CH2:31][O:32]C(=O)C)[C@@H:24]([O:25]C(=O)C)[C@H:19]2[O:20]C(=O)C)[CH:8]=[N:7][CH:6]=[N:5]1, predict the reaction product. The product is: [C@@H:18]1([N:13]2[CH:12]=[N:11][C:10]3[C:14]2=[N:15][CH:16]=[N:17][C:9]=3[N:4]2[CH:8]=[N:7][CH:6]=[N:5]2)[O:30][C@H:29]([CH2:31][OH:32])[C@@H:24]([OH:25])[C@H:19]1[OH:20]. (4) Given the reactants [Cl:1][C:2]1[CH:33]=[CH:32][C:5]([CH2:6][NH:7][C:8]([C:10]2[C:11](=[O:31])[C:12]3[CH:19]=[C:18]([CH2:20][O:21][CH2:22][C:23](=O)[C:24]4[CH:29]=[CH:28][CH:27]=[CH:26][CH:25]=4)[S:17][C:13]=3[N:14]([CH3:16])[CH:15]=2)=[O:9])=[CH:4][CH:3]=1.[N:34]1[CH:39]=[CH:38][CH:37]=[CH:36][C:35]=1[CH2:40][NH2:41].C(O)(=O)C.C([BH3-])#N.[Na+], predict the reaction product. The product is: [Cl:1][C:2]1[CH:33]=[CH:32][C:5]([CH2:6][NH:7][C:8]([C:10]2[C:11](=[O:31])[C:12]3[CH:19]=[C:18]([CH2:20][O:21][CH2:22][CH:23]([C:24]4[CH:25]=[CH:26][CH:27]=[CH:28][CH:29]=4)[NH:41][CH2:40][C:35]4[CH:36]=[CH:37][CH:38]=[CH:39][N:34]=4)[S:17][C:13]=3[N:14]([CH3:16])[CH:15]=2)=[O:9])=[CH:4][CH:3]=1. (5) The product is: [Si:1]([O:8][CH:9]([C:11]1[CH:12]=[CH:13][C:14]2[CH:25]=[CH:24][C:18]3=[N:19][CH:20]=[C:21]([C:32]4[CH:31]=[N:30][N:29]([CH3:28])[CH:33]=4)[CH:22]=[C:17]3[C:16](=[O:26])[C:15]=2[CH:27]=1)[CH3:10])([C:4]([CH3:7])([CH3:6])[CH3:5])([CH3:3])[CH3:2]. Given the reactants [Si:1]([O:8][CH:9]([C:11]1[CH:12]=[CH:13][C:14]2[CH:25]=[CH:24][C:18]3=[N:19][CH:20]=[C:21](Cl)[CH:22]=[C:17]3[C:16](=[O:26])[C:15]=2[CH:27]=1)[CH3:10])([C:4]([CH3:7])([CH3:6])[CH3:5])([CH3:3])[CH3:2].[CH3:28][N:29]1[CH:33]=[C:32](B2OC(C)(C)C(C)(C)O2)[CH:31]=[N:30]1.C(=O)([O-])[O-].[Na+].[Na+], predict the reaction product. (6) Given the reactants [Cl:1][C:2]1[CH:7]=[CH:6][CH:5]=[C:4]([F:8])[C:3]=1[C:9]1[NH:10][C:11]2[C:16]([CH:17]=1)=[CH:15][C:14](B1OC(C)(C)C(C)(C)O1)=[CH:13][CH:12]=2.[CH2:27]([C:29]1[S:33][C:32]([C:34]2[CH:39]=[N:38][CH:37]=[CH:36][N:35]=2)=[N:31][C:30]=1OS(C(F)(F)F)(=O)=O)[CH3:28].C(=O)([O-])[O-].[K+].[K+].O1CCOCC1, predict the reaction product. The product is: [Cl:1][C:2]1[CH:7]=[CH:6][CH:5]=[C:4]([F:8])[C:3]=1[C:9]1[NH:10][C:11]2[C:16]([CH:17]=1)=[CH:15][C:14]([C:30]1[N:31]=[C:32]([C:34]3[CH:39]=[N:38][CH:37]=[CH:36][N:35]=3)[S:33][C:29]=1[CH2:27][CH3:28])=[CH:13][CH:12]=2. (7) The product is: [Br:21][CH2:1][C:2]1[C:3]([C:15]2[CH:20]=[CH:19][CH:18]=[CH:17][CH:16]=2)=[N:4][C:5]2[C:10]([C:11]=1[C:12]([OH:14])=[O:13])=[CH:9][CH:8]=[CH:7][CH:6]=2. Given the reactants [CH3:1][C:2]1[C:3]([C:15]2[CH:20]=[CH:19][CH:18]=[CH:17][CH:16]=2)=[N:4][C:5]2[C:10]([C:11]=1[C:12]([OH:14])=[O:13])=[CH:9][CH:8]=[CH:7][CH:6]=2.[Br:21]N1C(=O)CCC1=O.S([O-])([O-])(=O)=S.[Na+].[Na+].Cl.[OH-].[Na+], predict the reaction product. (8) Given the reactants [CH3:1][O:2][C:3]1[CH:4]=[C:5]([NH2:12])[C:6]([NH2:11])=[CH:7][C:8]=1[O:9][CH3:10].[F:13][C:14]([F:21])([F:20])[CH:15]([OH:19])[C:16](O)=O.Cl.C(=O)(O)[O-].[Na+], predict the reaction product. The product is: [CH3:10][O:9][C:8]1[C:3]([O:2][CH3:1])=[CH:4][C:5]2[NH:12][C:16]([CH:15]([OH:19])[C:14]([F:21])([F:20])[F:13])=[N:11][C:6]=2[CH:7]=1. (9) Given the reactants [Cl:1][C:2]1[CH:7]=[CH:6][N:5]=[C:4]2[N:8]([Si](C(C)C)(C(C)C)C(C)C)[CH:9]=[CH:10][C:3]=12.C([Li])(CC)C.CCCCCC.C1CCCCC1.CN(C)[CH:40]=[O:41].Cl, predict the reaction product. The product is: [Cl:1][C:2]1[C:7]([CH:40]=[O:41])=[CH:6][N:5]=[C:4]2[NH:8][CH:9]=[CH:10][C:3]=12.